Dataset: Forward reaction prediction with 1.9M reactions from USPTO patents (1976-2016). Task: Predict the product of the given reaction. Given the reactants Cl[C:2]1[N:7]=[C:6]([CH2:8][C:9]2([OH:22])[CH2:14][CH2:13][N:12]([C:15]([O:17][C:18]([CH3:21])([CH3:20])[CH3:19])=[O:16])[CH2:11][CH2:10]2)[CH:5]=[CH:4][CH:3]=1.[NH2:23][C:24]1[S:25][CH:26]=[CH:27][N:28]=1.CC1(C)C2C=CC=C(P(C3C=CC=CC=3)C3C=CC=CC=3)C=2OC2C1=CC=CC=2P(C1C=CC=CC=1)C1C=CC=CC=1.C(=O)([O-])[O-].[Na+].[Na+].C(=O)([O-])[O-].[Cs+].[Cs+], predict the reaction product. The product is: [OH:22][C:9]1([CH2:8][C:6]2[CH:5]=[CH:4][CH:3]=[C:2]([NH:23][C:24]3[S:25][CH:26]=[CH:27][N:28]=3)[N:7]=2)[CH2:14][CH2:13][N:12]([C:15]([O:17][C:18]([CH3:21])([CH3:20])[CH3:19])=[O:16])[CH2:11][CH2:10]1.